From a dataset of Peptide-MHC class I binding affinity with 185,985 pairs from IEDB/IMGT. Regression. Given a peptide amino acid sequence and an MHC pseudo amino acid sequence, predict their binding affinity value. This is MHC class I binding data. (1) The peptide sequence is LLSIVVDINK. The MHC is HLA-A33:01 with pseudo-sequence HLA-A33:01. The binding affinity (normalized) is 0.144. (2) The peptide sequence is ATLTLSLKK. The MHC is HLA-A03:01 with pseudo-sequence HLA-A03:01. The binding affinity (normalized) is 0.797.